This data is from Forward reaction prediction with 1.9M reactions from USPTO patents (1976-2016). The task is: Predict the product of the given reaction. (1) Given the reactants [CH2:1]([O:8][C:9]([NH:11][C@@H:12]([CH2:16][CH2:17][NH:18][C:19]([O:21][C:22]([CH3:25])([CH3:24])[CH3:23])=[O:20])[C:13]([OH:15])=O)=[O:10])[C:2]1[CH:7]=[CH:6][CH:5]=[CH:4][CH:3]=1.[C:26]([O:30][C:31](=[O:38])[NH:32][CH2:33][CH:34]([OH:37])[CH2:35][NH2:36])([CH3:29])([CH3:28])[CH3:27].C(Cl)CCl.C1C=CC2N(O)N=NC=2C=1, predict the reaction product. The product is: [CH2:1]([O:8][C:9](=[O:10])[NH:11][C@H:12]([C:13]([NH:36][CH2:35][CH:34]([OH:37])[CH2:33][NH:32][C:31]([O:30][C:26]([CH3:28])([CH3:27])[CH3:29])=[O:38])=[O:15])[CH2:16][CH2:17][NH:18][C:19]([O:21][C:22]([CH3:25])([CH3:24])[CH3:23])=[O:20])[C:2]1[CH:3]=[CH:4][CH:5]=[CH:6][CH:7]=1. (2) The product is: [N+:3]([C:6]1[CH:12]=[C:11]([N+:13]([O-:15])=[O:14])[CH:10]=[CH:9][C:7]=1[NH:8][C:17]1[CH:18]=[CH:19][C:20]2[C:26](=[O:27])[C:25]3[CH:28]=[CH:29][CH:30]=[CH:31][C:24]=3[CH2:23][O:22][C:21]=2[CH:32]=1)([O-:5])=[O:4]. Given the reactants [H-].[Na+].[N+:3]([C:6]1[CH:12]=[C:11]([N+:13]([O-:15])=[O:14])[CH:10]=[CH:9][C:7]=1[NH2:8])([O-:5])=[O:4].F[C:17]1[CH:18]=[CH:19][C:20]2[C:26](=[O:27])[C:25]3[CH:28]=[CH:29][CH:30]=[CH:31][C:24]=3[CH2:23][O:22][C:21]=2[CH:32]=1.Cl, predict the reaction product. (3) Given the reactants [C:1]([C:11]1[CH:35]=[CH:34][C:14]([CH2:15][NH:16][CH2:17][C:18]2[CH:19]=[CH:20][C:21]([O:28][CH2:29][C:30]([O:32][CH3:33])=[O:31])=[C:22]([CH:27]=2)[C:23]([O:25][CH3:26])=[O:24])=[CH:13][CH:12]=1)#[C:2][CH2:3][CH2:4][CH2:5][CH2:6][CH2:7][CH2:8][CH2:9][CH3:10].[C:36]1(/[CH:42]=[CH:43]/[C:44](Cl)=[O:45])[CH:41]=[CH:40][CH:39]=[CH:38][CH:37]=1, predict the reaction product. The product is: [C:1]([C:11]1[CH:35]=[CH:34][C:14]([CH2:15][N:16]([CH2:17][C:18]2[CH:19]=[CH:20][C:21]([O:28][CH2:29][C:30]([O:32][CH3:33])=[O:31])=[C:22]([CH:27]=2)[C:23]([O:25][CH3:26])=[O:24])[C:44](=[O:45])/[CH:43]=[CH:42]/[C:36]2[CH:41]=[CH:40][CH:39]=[CH:38][CH:37]=2)=[CH:13][CH:12]=1)#[C:2][CH2:3][CH2:4][CH2:5][CH2:6][CH2:7][CH2:8][CH2:9][CH3:10].